Task: Regression. Given a peptide amino acid sequence and an MHC pseudo amino acid sequence, predict their binding affinity value. This is MHC class I binding data.. Dataset: Peptide-MHC class I binding affinity with 185,985 pairs from IEDB/IMGT (1) The MHC is HLA-A29:02 with pseudo-sequence HLA-A29:02. The peptide sequence is LENGAIRIY. The binding affinity (normalized) is 0. (2) The peptide sequence is IEAGDEVFF. The MHC is HLA-A02:03 with pseudo-sequence HLA-A02:03. The binding affinity (normalized) is 0.0847. (3) The peptide sequence is FTNMEAQLIR. The MHC is HLA-A33:01 with pseudo-sequence HLA-A33:01. The binding affinity (normalized) is 0.567. (4) The peptide sequence is AQRAAGPSV. The MHC is HLA-B08:01 with pseudo-sequence HLA-B08:01. The binding affinity (normalized) is 0.213.